The task is: Regression. Given two drug SMILES strings and cell line genomic features, predict the synergy score measuring deviation from expected non-interaction effect.. This data is from NCI-60 drug combinations with 297,098 pairs across 59 cell lines. (1) Drug 1: C1=CC=C(C=C1)NC(=O)CCCCCCC(=O)NO. Drug 2: CNC(=O)C1=NC=CC(=C1)OC2=CC=C(C=C2)NC(=O)NC3=CC(=C(C=C3)Cl)C(F)(F)F. Cell line: SF-539. Synergy scores: CSS=11.6, Synergy_ZIP=-2.17, Synergy_Bliss=2.65, Synergy_Loewe=-43.4, Synergy_HSA=-0.0969. (2) Drug 1: CC12CCC3C(C1CCC2=O)CC(=C)C4=CC(=O)C=CC34C. Drug 2: CCC1(CC2CC(C3=C(CCN(C2)C1)C4=CC=CC=C4N3)(C5=C(C=C6C(=C5)C78CCN9C7C(C=CC9)(C(C(C8N6C)(C(=O)OC)O)OC(=O)C)CC)OC)C(=O)OC)O.OS(=O)(=O)O. Cell line: BT-549. Synergy scores: CSS=52.1, Synergy_ZIP=1.16, Synergy_Bliss=1.98, Synergy_Loewe=-5.25, Synergy_HSA=3.69.